From a dataset of Catalyst prediction with 721,799 reactions and 888 catalyst types from USPTO. Predict which catalyst facilitates the given reaction. Reactant: Cl[C:2]1[N:6]2[C:7]([CH3:19])=[C:8]([S:11]([N:14]([CH2:17][CH3:18])[CH2:15][CH3:16])(=[O:13])=[O:12])[CH:9]=[CH:10][C:5]2=[N:4][N:3]=1.[CH2:20]([NH2:27])[C:21]1[CH:26]=[CH:25][CH:24]=[CH:23][CH:22]=1. Product: [CH2:20]([NH:27][C:2]1[N:6]2[C:7]([CH3:19])=[C:8]([S:11]([N:14]([CH2:17][CH3:18])[CH2:15][CH3:16])(=[O:13])=[O:12])[CH:9]=[CH:10][C:5]2=[N:4][N:3]=1)[C:21]1[CH:26]=[CH:25][CH:24]=[CH:23][CH:22]=1. The catalyst class is: 6.